This data is from Peptide-MHC class II binding affinity with 134,281 pairs from IEDB. The task is: Regression. Given a peptide amino acid sequence and an MHC pseudo amino acid sequence, predict their binding affinity value. This is MHC class II binding data. (1) The peptide sequence is SKIMKLPKLPISNGK. The MHC is DRB1_0401 with pseudo-sequence DRB1_0401. The binding affinity (normalized) is 0.189. (2) The peptide sequence is AFILDGDNLIPKV. The MHC is DRB3_0101 with pseudo-sequence DRB3_0101. The binding affinity (normalized) is 0.902. (3) The peptide sequence is TASDFWGGAGSAACQ. The MHC is DRB1_1101 with pseudo-sequence DRB1_1101. The binding affinity (normalized) is 0. (4) The peptide sequence is MNVSIPHSFTMTLK. The MHC is DRB1_1101 with pseudo-sequence DRB1_1101. The binding affinity (normalized) is 0.279. (5) The peptide sequence is GELQIVDKKDAAFKI. The MHC is DRB3_0202 with pseudo-sequence DRB3_0202. The binding affinity (normalized) is 0.0858. (6) The binding affinity (normalized) is 0. The MHC is DRB1_0301 with pseudo-sequence DRB1_0301. The peptide sequence is ILDGLQTDELCPCNRAIGGATL.